From a dataset of Catalyst prediction with 721,799 reactions and 888 catalyst types from USPTO. Predict which catalyst facilitates the given reaction. Reactant: [CH3:1][O:2][C:3]1[CH:4]=[C:5]2[C:10](=[CH:11][C:12]=1[O:13][CH3:14])[N:9]=[CH:8][C:7]([C:15]([NH2:17])=[O:16])=[C:6]2[NH:18][C:19]1[CH:24]=[CH:23][C:22]([C:25](OC)=[O:26])=[CH:21][C:20]=1[CH3:29].[BH4-].[Li+].O.C(O)(=O)C. Product: [OH:26][CH2:25][C:22]1[CH:23]=[CH:24][C:19]([NH:18][C:6]2[C:5]3[C:10](=[CH:11][C:12]([O:13][CH3:14])=[C:3]([O:2][CH3:1])[CH:4]=3)[N:9]=[CH:8][C:7]=2[C:15]([NH2:17])=[O:16])=[C:20]([CH3:29])[CH:21]=1. The catalyst class is: 7.